Dataset: NCI-60 drug combinations with 297,098 pairs across 59 cell lines. Task: Regression. Given two drug SMILES strings and cell line genomic features, predict the synergy score measuring deviation from expected non-interaction effect. Drug 1: C1=NC2=C(N1)C(=S)N=C(N2)N. Drug 2: C1C(C(OC1N2C=C(C(=O)NC2=O)F)CO)O. Cell line: RPMI-8226. Synergy scores: CSS=67.3, Synergy_ZIP=-0.624, Synergy_Bliss=0.253, Synergy_Loewe=2.17, Synergy_HSA=3.59.